Dataset: Forward reaction prediction with 1.9M reactions from USPTO patents (1976-2016). Task: Predict the product of the given reaction. Given the reactants [OH-].[Na+].[CH:3]1([C:7]2[C:12]([C:13]([O:15]C)=[O:14])=[CH:11][N:10]=[C:9]([NH:17][C@@H:18]3[CH2:22][CH2:21][O:20][CH2:19]3)[N:8]=2)[CH2:6][CH2:5][CH2:4]1, predict the reaction product. The product is: [CH:3]1([C:7]2[C:12]([C:13]([OH:15])=[O:14])=[CH:11][N:10]=[C:9]([NH:17][C@@H:18]3[CH2:22][CH2:21][O:20][CH2:19]3)[N:8]=2)[CH2:4][CH2:5][CH2:6]1.